This data is from Peptide-MHC class I binding affinity with 185,985 pairs from IEDB/IMGT. The task is: Regression. Given a peptide amino acid sequence and an MHC pseudo amino acid sequence, predict their binding affinity value. This is MHC class I binding data. (1) The peptide sequence is YVIKVSARV. The MHC is HLA-B07:02 with pseudo-sequence HLA-B07:02. The binding affinity (normalized) is 0.227. (2) The peptide sequence is IVTDSQYAL. The MHC is HLA-B07:02 with pseudo-sequence HLA-B07:02. The binding affinity (normalized) is 0.117. (3) The MHC is HLA-A02:02 with pseudo-sequence HLA-A02:02. The binding affinity (normalized) is 0.116. The peptide sequence is CIVAAVIIM. (4) The peptide sequence is ATIMPHNLY. The MHC is HLA-A25:01 with pseudo-sequence HLA-A25:01. The binding affinity (normalized) is 0.0847. (5) The peptide sequence is SLPSPSRL. The MHC is HLA-A23:01 with pseudo-sequence HLA-A23:01. The binding affinity (normalized) is 0. (6) The peptide sequence is ELPQWLSANR. The MHC is HLA-B44:02 with pseudo-sequence HLA-B44:02. The binding affinity (normalized) is 0.0905. (7) The peptide sequence is RRQGNIYPK. The MHC is HLA-B58:01 with pseudo-sequence HLA-B58:01. The binding affinity (normalized) is 0.0847. (8) The peptide sequence is LEGLADAIW. The MHC is HLA-B27:03 with pseudo-sequence HLA-B27:03. The binding affinity (normalized) is 0.0847. (9) The binding affinity (normalized) is 0.313. The MHC is HLA-A02:06 with pseudo-sequence HLA-A02:06. The peptide sequence is GMYYPTNDI. (10) The peptide sequence is GQVPKFHLPV. The MHC is Mamu-B03 with pseudo-sequence Mamu-B03. The binding affinity (normalized) is 0.